Dataset: Forward reaction prediction with 1.9M reactions from USPTO patents (1976-2016). Task: Predict the product of the given reaction. (1) Given the reactants [CH:1]1([C:6]([N:8]2[CH2:13][CH:12]([C:14]3[CH:19]=[CH:18][C:17]([CH2:20][CH3:21])=[CH:16][CH:15]=3)[CH2:11][CH:10]([C:22]([OH:24])=O)[CH2:9]2)=[O:7])[CH2:5][CH2:4][CH2:3][CH2:2]1.O[NH:26][C:27](=[NH:29])[CH3:28], predict the reaction product. The product is: [CH:1]1([C:6]([N:8]2[CH2:9][CH:10]([C:22]3[O:24][N:29]=[C:27]([CH3:28])[N:26]=3)[CH2:11][CH:12]([C:14]3[CH:19]=[CH:18][C:17]([CH2:20][CH3:21])=[CH:16][CH:15]=3)[CH2:13]2)=[O:7])[CH2:2][CH2:3][CH2:4][CH2:5]1. (2) The product is: [Br:6][C:7]1[CH:8]=[C:9]2[C:14](=[C:15]([F:17])[CH:16]=1)[N:13]=[C:12]([Cl:3])[CH:11]=[CH:10]2. Given the reactants O=P(Cl)(Cl)[Cl:3].[Br:6][C:7]1[CH:8]=[C:9]2[C:14](=[C:15]([F:17])[CH:16]=1)[NH:13][C:12](=O)[CH:11]=[CH:10]2, predict the reaction product.